This data is from Reaction yield outcomes from USPTO patents with 853,638 reactions. The task is: Predict the reaction yield, written as a fraction of the theoretical maximum amount of product (1.0 means a 100% yield; for example, 0.34 means a 34% yield). The reactants are Cl.[OH:2][C:3]1[CH:12]=[C:11]2[C:6]([CH2:7][C@H:8]([C:13]([O:15][CH3:16])=[O:14])[NH:9][CH2:10]2)=[CH:5][CH:4]=1.[C:17]([Si:21](Cl)([CH3:23])[CH3:22])([CH3:20])([CH3:19])[CH3:18]. No catalyst specified. The product is [Si:21]([O:2][C:3]1[CH:12]=[C:11]2[C:6]([CH2:7][C@H:8]([C:13]([O:15][CH3:16])=[O:14])[NH:9][CH2:10]2)=[CH:5][CH:4]=1)([C:17]([CH3:20])([CH3:19])[CH3:18])([CH3:23])[CH3:22]. The yield is 0.790.